Dataset: Forward reaction prediction with 1.9M reactions from USPTO patents (1976-2016). Task: Predict the product of the given reaction. (1) Given the reactants [CH2:1]=[CH:2][CH2:3][CH2:4][CH2:5][CH3:6].[CH:7]12C[CH:10]([CH2:11][CH2:12]1)[CH:9]=[CH:8]2, predict the reaction product. The product is: [CH3:1][CH2:2][CH:3]=[CH:4][CH2:5][CH2:6][CH2:11][CH2:12][CH2:7][CH2:8][CH2:9][CH3:10]. (2) Given the reactants N#N.[N+:3]([C:6]1[CH:10]=[N:9][N:8]([CH2:11][C:12]2[O:16][C:15]([C:17](=[O:19])[CH3:18])=[CH:14][CH:13]=2)[N:7]=1)([O-:5])=[O:4].[CH2:20](O)[CH2:21][OH:22].COC(OC)OC.F[B-](F)(F)F.[Li+].C([O-])(O)=O.[Na+], predict the reaction product. The product is: [CH3:18][C:17]1([C:15]2[O:16][C:12]([CH2:11][N:8]3[N:7]=[C:6]([N+:3]([O-:5])=[O:4])[CH:10]=[N:9]3)=[CH:13][CH:14]=2)[O:22][CH2:21][CH2:20][O:19]1. (3) Given the reactants [CH3:1][NH:2][C@H:3]([C:14]([NH:16][C@H:17]([C:22]([N:24]([C@@H:26]([CH:35]([CH3:37])[CH3:36])/[CH:27]=[C:28](\[CH3:34])/[C:29]([O:31]CC)=[O:30])[CH3:25])=[O:23])[C:18]([CH3:21])([CH3:20])[CH3:19])=[O:15])[C:4]([CH3:13])([CH3:12])[C:5]1[CH:10]=[CH:9][CH:8]=[C:7]([CH3:11])[CH:6]=1.[OH-].[Li+], predict the reaction product. The product is: [CH3:1][NH:2][C@H:3]([C:14]([NH:16][C@H:17]([C:22]([N:24]([C@@H:26]([CH:35]([CH3:37])[CH3:36])/[CH:27]=[C:28](/[C:29]([OH:31])=[O:30])\[CH3:34])[CH3:25])=[O:23])[C:18]([CH3:21])([CH3:20])[CH3:19])=[O:15])[C:4]([CH3:13])([CH3:12])[C:5]1[CH:10]=[CH:9][CH:8]=[C:7]([CH3:11])[CH:6]=1. (4) Given the reactants [CH3:1][O:2][CH:3]([O:23][CH3:24])[C:4]1[N:13]=[C:12]2[C:7]([CH2:8][CH2:9][CH2:10][N:11]2[C:14]([O:16]C2C=CC=CC=2)=O)=[CH:6][CH:5]=1.[NH2:25][C:26]1[N:31]=[CH:30][C:29]([C:32]#[N:33])=[C:28]([C:34]#[N:35])[CH:27]=1, predict the reaction product. The product is: [C:34]([C:28]1[C:29]([C:32]#[N:33])=[CH:30][N:31]=[C:26]([NH:25][C:14]([N:11]2[C:12]3[C:7](=[CH:6][CH:5]=[C:4]([CH:3]([O:2][CH3:1])[O:23][CH3:24])[N:13]=3)[CH2:8][CH2:9][CH2:10]2)=[O:16])[CH:27]=1)#[N:35]. (5) Given the reactants [Cl:1][C:2]1[CH:7]=[C:6]([NH:8][C:9]([C:11]2[CH:16]=[C:15](B3OC(C)(C)C(C)(C)O3)[CH:14]=[C:13]([CH3:26])[N:12]=2)=[O:10])[CH:5]=[CH:4][N:3]=1.Br[C:28]1[CH:33]=[CH:32][N:31]=[C:30]([C:34]#[N:35])[CH:29]=1, predict the reaction product. The product is: [Cl:1][C:2]1[CH:7]=[C:6]([NH:8][C:9]([C:11]2[CH:16]=[C:15]([C:28]3[CH:33]=[CH:32][N:31]=[C:30]([C:34]#[N:35])[CH:29]=3)[CH:14]=[C:13]([CH3:26])[N:12]=2)=[O:10])[CH:5]=[CH:4][N:3]=1. (6) Given the reactants [CH:1]1([CH2:4][O:5][C:6]2[C:11]([O:12][CH3:13])=[CH:10][CH:9]=[CH:8][C:7]=2/[CH:14]=[CH:15]/[C:16]2[N:17]=[C:18]3[S:26][CH:25]=[C:24]([CH3:27])[N:19]3[C:20](=[O:23])[C:21]=2I)[CH2:3][CH2:2]1.[F:28][C:29]([F:41])([F:40])[O:30][C:31]1[CH:36]=[CH:35][C:34](B(O)O)=[CH:33][CH:32]=1.C(=O)([O-])[O-].[Na+].[Na+], predict the reaction product. The product is: [CH:1]1([CH2:4][O:5][C:6]2[C:11]([O:12][CH3:13])=[CH:10][CH:9]=[CH:8][C:7]=2/[CH:14]=[CH:15]/[C:16]2[N:17]=[C:18]3[S:26][CH:25]=[C:24]([CH3:27])[N:19]3[C:20](=[O:23])[C:21]=2[C:34]2[CH:33]=[CH:32][C:31]([O:30][C:29]([F:28])([F:40])[F:41])=[CH:36][CH:35]=2)[CH2:3][CH2:2]1. (7) The product is: [NH:1]1[CH:5]=[CH:4][N:3]=[C:2]1[C:6]1[CH:7]=[CH:8][C:9]([CH3:30])=[C:10]([NH:12][C:13](=[O:29])[C:14]2[CH:19]=[CH:18][C:17]([O:20][CH2:21][C:22]3[CH:27]=[CH:26][CH:25]=[C:24]([N:32]([CH3:33])[CH3:31])[N:23]=3)=[CH:16][CH:15]=2)[CH:11]=1. Given the reactants [NH:1]1[CH:5]=[CH:4][N:3]=[C:2]1[C:6]1[CH:7]=[CH:8][C:9]([CH3:30])=[C:10]([NH:12][C:13](=[O:29])[C:14]2[CH:19]=[CH:18][C:17]([O:20][CH2:21][C:22]3[CH:27]=[CH:26][CH:25]=[C:24](Br)[N:23]=3)=[CH:16][CH:15]=2)[CH:11]=1.[CH3:31][NH:32][CH3:33], predict the reaction product. (8) The product is: [C:11]([O:15][C:16]([N:18]1[CH2:22][CH2:21][C:20]([CH2:44][C:45]2[CH:50]=[CH:49][CH:48]=[CH:47][CH:46]=2)([C:23]([C:25]2[CH:26]=[C:27]3[C:31](=[CH:32][CH:33]=2)[N:30]([Si:34]([CH:35]([CH3:36])[CH3:37])([CH:38]([CH3:40])[CH3:39])[CH:41]([CH3:43])[CH3:42])[CH:29]=[CH:28]3)=[O:24])[CH2:19]1)=[O:17])([CH3:13])([CH3:14])[CH3:12]. Given the reactants C[Si]([N-][Si](C)(C)C)(C)C.[Li+].[C:11]([O:15][C:16]([N:18]1[CH2:22][CH2:21][CH:20]([C:23]([C:25]2[CH:26]=[C:27]3[C:31](=[CH:32][CH:33]=2)[N:30]([Si:34]([CH:41]([CH3:43])[CH3:42])([CH:38]([CH3:40])[CH3:39])[CH:35]([CH3:37])[CH3:36])[CH:29]=[CH:28]3)=[O:24])[CH2:19]1)=[O:17])([CH3:14])([CH3:13])[CH3:12].[CH2:44](Br)[C:45]1[CH:50]=[CH:49][CH:48]=[CH:47][CH:46]=1, predict the reaction product.